From a dataset of Full USPTO retrosynthesis dataset with 1.9M reactions from patents (1976-2016). Predict the reactants needed to synthesize the given product. (1) Given the product [NH2:8][C:5]1[C:4]([NH:16][S:17]([CH3:20])(=[O:19])=[O:18])=[CH:3][C:2]([Br:1])=[CH:7][N:6]=1, predict the reactants needed to synthesize it. The reactants are: [Br:1][C:2]1[CH:3]=[C:4]([NH:16][S:17]([CH3:20])(=[O:19])=[O:18])[C:5]([NH:8]C(=O)OC(C)(C)C)=[N:6][CH:7]=1. (2) Given the product [O:16]1[C:15]2[CH:14]=[CH:13][CH:12]=[C:11]([NH:8][C:6]3[C:5]([CH3:9])=[CH:4][N:3]=[C:2]([Cl:1])[N:7]=3)[C:19]=2[O:18][CH2:17]1, predict the reactants needed to synthesize it. The reactants are: [Cl:1][C:2]1[N:7]=[C:6]([NH2:8])[C:5]([CH3:9])=[CH:4][N:3]=1.Br[C:11]1[C:19]2[O:18][CH2:17][O:16][C:15]=2[CH:14]=[CH:13][CH:12]=1.CC1(C)C2C(=C(P(C3C=CC=CC=3)C3C=CC=CC=3)C=CC=2)OC2C(P(C3C=CC=CC=3)C3C=CC=CC=3)=CC=CC1=2.C(=O)([O-])[O-].[Cs+].[Cs+].